This data is from Catalyst prediction with 721,799 reactions and 888 catalyst types from USPTO. The task is: Predict which catalyst facilitates the given reaction. (1) Reactant: [CH2:1]([O:8][C:9]([N:11]1[CH2:16][CH2:15][CH:14]([C:17]([OH:19])=[O:18])[CH2:13][CH2:12]1)=[O:10])[C:2]1[CH:7]=[CH:6][CH:5]=[CH:4][CH:3]=1.C(NC(=NC(C)C)[O-])(C)C.C(NC(=NC(C)C)O[C:36]([CH3:39])([CH3:38])[CH3:37])(C)C. Product: [N:11]1([C:9]([O:8][CH2:1][C:2]2[CH:3]=[CH:4][CH:5]=[CH:6][CH:7]=2)=[O:10])[CH2:12][CH2:13][CH:14]([C:17]([O:19][C:36]([CH3:39])([CH3:38])[CH3:37])=[O:18])[CH2:15][CH2:16]1. The catalyst class is: 2. (2) Reactant: [Br:1][C:2]1[CH:7]=[CH:6][C:5]([S:8]([NH:11][CH:12]2[CH2:17][CH2:16][O:15][CH2:14][CH2:13]2)(=[O:10])=[O:9])=[C:4]([CH3:18])[CH:3]=1.BrC1C=CC(S(NC2CCOCC2)(=O)=O)=C(CBr)C=1.C(=O)(O)[O-].[Na+]. Product: [Br:1][C:2]1[CH:7]=[CH:6][C:5]2[S:8](=[O:9])(=[O:10])[N:11]([CH:12]3[CH2:17][CH2:16][O:15][CH2:14][CH2:13]3)[CH2:18][C:4]=2[CH:3]=1. The catalyst class is: 47. (3) Reactant: Br[C:2]1[S:6][C:5]2[C:7]3[C:19]([C:20](=[CH:21][CH:22]([CH2:27][CH3:28])[CH2:23][CH2:24][CH2:25][CH3:26])[C:4]=2[CH:3]=1)=[CH:18][C:17]1[C:12]2[S:13][C:14](Br)=[CH:15][C:11]=2[C:10](=[CH:29][CH:30]([CH2:35][CH3:36])[CH2:31][CH2:32][CH2:33][CH3:34])[C:9]=1[CH:8]=3.[Li]CCCC.[CH3:42][Sn:43](Cl)([CH3:45])[CH3:44].CO. Product: [CH3:42][Sn:43]([CH3:45])([CH3:44])[C:2]1[S:6][C:5]2[C:7]3[C:19]([C:20](=[CH:21][CH:22]([CH2:27][CH3:28])[CH2:23][CH2:24][CH2:25][CH3:26])[C:4]=2[CH:3]=1)=[CH:18][C:17]1[C:12]2[S:13][C:14]([Sn:43]([CH3:45])([CH3:44])[CH3:42])=[CH:15][C:11]=2[C:10](=[CH:29][CH:30]([CH2:35][CH3:36])[CH2:31][CH2:32][CH2:33][CH3:34])[C:9]=1[CH:8]=3. The catalyst class is: 1. (4) Reactant: [N+:1]([C:4]1[CH:8]=[CH:7][NH:6][CH:5]=1)([O-:3])=[O:2].[F:9][C:10]1[CH:15]=[CH:14][C:13](B(O)O)=[CH:12][CH:11]=1.C(N(CC)C(C)C)(C)C. Product: [F:9][C:10]1[CH:15]=[CH:14][C:13]([N:6]2[CH:7]=[CH:8][C:4]([N+:1]([O-:3])=[O:2])=[CH:5]2)=[CH:12][CH:11]=1. The catalyst class is: 732. (5) Reactant: [NH2:1][CH:2]1[CH2:7][CH2:6][CH2:5][N:4]([C:8]2[N:13]=[CH:12][C:11]([NH:14][C:15]3[C:24]4[C:19](=[CH:20][CH:21]=[C:22]([C:25]5[CH:30]=[C:29]([F:31])[C:28]([OH:32])=[C:27]([Cl:33])[CH:26]=5)[CH:23]=4)[N:18]=[CH:17][C:16]=3[C:34]([CH:36]3[CH2:38][CH2:37]3)=[O:35])=[CH:10][CH:9]=2)[CH2:3]1.Cl. Product: [ClH:33].[NH2:1][CH:2]1[CH2:7][CH2:6][CH2:5][N:4]([C:8]2[N:13]=[CH:12][C:11]([NH:14][C:15]3[C:24]4[C:19](=[CH:20][CH:21]=[C:22]([C:25]5[CH:30]=[C:29]([F:31])[C:28]([OH:32])=[C:27]([Cl:33])[CH:26]=5)[CH:23]=4)[N:18]=[CH:17][C:16]=3[C:34]([CH:36]3[CH2:38][CH2:37]3)=[O:35])=[CH:10][CH:9]=2)[CH2:3]1. The catalyst class is: 459. (6) Reactant: C(OC([N:8]1[CH2:13][CH2:12][N:11]([C:14]2[N:19]=[C:18]([C:20]3[CH:25]=[CH:24][N:23]=[C:22]([NH:26][CH:27]4[CH2:32][CH2:31][CH2:30][CH2:29][CH2:28]4)[CH:21]=3)[CH:17]=[C:16]([C:33]([OH:36])([CH3:35])[CH3:34])[CH:15]=2)[CH2:10][CH2:9]1)=O)(C)(C)C.C(O)(C(F)(F)F)=O. Product: [CH:27]1([NH:26][C:22]2[CH:21]=[C:20]([C:18]3[CH:17]=[C:16]([C:33]([OH:36])([CH3:34])[CH3:35])[CH:15]=[C:14]([N:11]4[CH2:12][CH2:13][NH:8][CH2:9][CH2:10]4)[N:19]=3)[CH:25]=[CH:24][N:23]=2)[CH2:28][CH2:29][CH2:30][CH2:31][CH2:32]1. The catalyst class is: 2.